From a dataset of Forward reaction prediction with 1.9M reactions from USPTO patents (1976-2016). Predict the product of the given reaction. The product is: [C:57]([O:58][CH2:44][CH2:43][C@:39]([OH:47])([C@@H:21]([C:19](=[O:20])[NH:18][C@H:13]([C:14]([O:16][CH3:17])=[O:15])[CH2:12][C:9]1[CH:10]=[CH:11][C:6]([O:5][CH2:1][C:2]#[C:3][CH3:4])=[CH:7][CH:8]=1)/[CH:22]=[CH:23]/[CH2:24][CH2:25][CH2:26][CH2:27][CH2:28][CH2:29][C:30](=[O:38])[CH2:31][CH2:32][CH2:33][CH2:34][CH2:35][CH2:36][CH3:37])[C:40]([OH:42])=[O:41])(=[O:54])[CH3:48]. Given the reactants [CH2:1]([O:5][C:6]1[CH:11]=[CH:10][C:9]([CH2:12][C@H:13]([NH:18][C:19]([C@H:21]([C@@:39]([OH:47])([CH2:43][C:44](O)=O)[C:40]([OH:42])=[O:41])/[CH:22]=[CH:23]/[CH2:24][CH2:25][CH2:26][CH2:27][CH2:28][CH2:29][C:30](=[O:38])[CH2:31][CH2:32][CH2:33][CH2:34][CH2:35][CH2:36][CH3:37])=[O:20])[C:14]([O:16][CH3:17])=[O:15])=[CH:8][CH:7]=1)[C:2]#[C:3][CH3:4].[C:48](=O)([O-])[O-].[K+].[K+].[OH2:54].[Cl-].[Na+].[CH3:57][OH:58], predict the reaction product.